The task is: Predict the reaction yield, written as a fraction of the theoretical maximum amount of product (1.0 means a 100% yield; for example, 0.34 means a 34% yield).. This data is from Reaction yield outcomes from USPTO patents with 853,638 reactions. (1) The reactants are [Br:1][C:2]1[C:3]([F:21])=[C:4]([N:8]2[CH:13]=[C:12]([O:14][CH3:15])[C:11](=[O:16])[C:10]([C:17]([O:19]C)=[O:18])=[N:9]2)[CH:5]=[CH:6][CH:7]=1.[OH-].[Na+].Cl. The catalyst is CO. The product is [Br:1][C:2]1[C:3]([F:21])=[C:4]([N:8]2[CH:13]=[C:12]([O:14][CH3:15])[C:11](=[O:16])[C:10]([C:17]([OH:19])=[O:18])=[N:9]2)[CH:5]=[CH:6][CH:7]=1. The yield is 0.940. (2) The reactants are [Cl-].[Al+3].[Cl-].[Cl-].[N+:5]([C:8]1[CH:16]=[CH:15][C:11]([C:12](Cl)=[O:13])=[CH:10][CH:9]=1)([O-:7])=[O:6].[C:17]1([CH3:23])[CH:22]=[CH:21][CH:20]=[CH:19][CH:18]=1.Cl. The catalyst is C(=S)=S.O. The product is [CH3:23][C:17]1[CH:22]=[CH:21][C:20]([C:12]([C:11]2[CH:15]=[CH:16][C:8]([N+:5]([O-:7])=[O:6])=[CH:9][CH:10]=2)=[O:13])=[CH:19][CH:18]=1. The yield is 0.820. (3) The reactants are BrBr.[O:3]([C:10]1[CH:15]=[CH:14][C:13]([NH:16][C:17]([N:19]2[C:23]([NH2:24])=[N:22][C:21]([NH:25][C:26]3[CH:31]=[CH:30][C:29]([S:32](=[O:35])(=[O:34])[NH2:33])=[CH:28][CH:27]=3)=[N:20]2)=[S:18])=[CH:12][CH:11]=1)[C:4]1[CH:9]=[CH:8][CH:7]=[CH:6][CH:5]=1. The catalyst is ClCCl.C(O)(=O)C. The product is [NH2:24][C:23]1[N:19]([C:17]2[S:18][C:12]3[CH:11]=[C:10]([O:3][C:4]4[CH:5]=[CH:6][CH:7]=[CH:8][CH:9]=4)[CH:15]=[CH:14][C:13]=3[N:16]=2)[N:20]=[C:21]([NH:25][C:26]2[CH:31]=[CH:30][C:29]([S:32]([NH2:33])(=[O:34])=[O:35])=[CH:28][CH:27]=2)[N:22]=1. The yield is 0.0700. (4) The reactants are [CH3:1][C:2]1[N:7]=[C:6]([CH2:8][CH2:9][CH3:10])[NH:5][C:4](=[O:11])[C:3]=1[CH2:12][C:13]1[CH:18]=[CH:17][CH:16]=[CH:15][N:14]=1.Br[CH2:20][C:21]1[CH:26]=[CH:25][C:24]([C:27]2[CH:32]=[CH:31][CH:30]=[CH:29][C:28]=2[C:33]2[N:37]=[C:36](C(Cl)(Cl)Cl)[O:35][N:34]=2)=[CH:23][CH:22]=1.C(=O)([O-])[O-:43].[K+].[K+]. The catalyst is C(#N)C.C(OCC)(=O)C. The product is [CH3:1][C:2]1[N:7]=[C:6]([CH2:8][CH2:9][CH3:10])[N:5]([CH2:20][C:21]2[CH:26]=[CH:25][C:24]([C:27]3[CH:32]=[CH:31][CH:30]=[CH:29][C:28]=3[C:33]3[NH:37][C:36](=[O:43])[O:35][N:34]=3)=[CH:23][CH:22]=2)[C:4](=[O:11])[C:3]=1[CH2:12][C:13]1[CH:18]=[CH:17][CH:16]=[CH:15][N:14]=1. The yield is 0.0400. (5) The reactants are Br[C:2]1[CH:10]=[CH:9][CH:8]=[C:7]2[C:3]=1[C:4]1([CH2:25][O:24][C:23]3[CH:26]=[C:27]4[C:31](=[CH:32][C:22]1=3)[CH2:30][CH2:29][O:28]4)[C:5](=[O:21])[N:6]2[CH2:11][C:12]1[O:13][C:14]([C:17]([F:20])([F:19])[F:18])=[CH:15][CH:16]=1.[N:33]1[CH:38]=[C:37](B(O)O)[CH:36]=[N:35][CH:34]=1.C(=O)([O-])[O-].[Na+].[Na+]. The catalyst is C1C=CC([P]([Pd]([P](C2C=CC=CC=2)(C2C=CC=CC=2)C2C=CC=CC=2)([P](C2C=CC=CC=2)(C2C=CC=CC=2)C2C=CC=CC=2)[P](C2C=CC=CC=2)(C2C=CC=CC=2)C2C=CC=CC=2)(C2C=CC=CC=2)C2C=CC=CC=2)=CC=1.COCCOC. The product is [N:33]1[CH:38]=[C:37]([C:2]2[CH:10]=[CH:9][CH:8]=[C:7]3[C:3]=2[C:4]2([CH2:25][O:24][C:23]4[CH:26]=[C:27]5[C:31](=[CH:32][C:22]2=4)[CH2:30][CH2:29][O:28]5)[C:5](=[O:21])[N:6]3[CH2:11][C:12]2[O:13][C:14]([C:17]([F:18])([F:20])[F:19])=[CH:15][CH:16]=2)[CH:36]=[N:35][CH:34]=1. The yield is 0.260. (6) The reactants are [CH2:1]([N:3]1[CH:8]2[CH2:9][CH2:10][CH:4]1[CH2:5][CH:6]([C:11]1[N:16]3[N:17]=[C:18]([C:21]4[CH:26]=[CH:25][N:24]=[CH:23][CH:22]=4)[C:19](I)=[C:15]3[N:14]=[CH:13][CH:12]=1)[CH2:7]2)[CH3:2].[CH3:27][O:28][C:29]1[CH:34]=[C:33](B(O)O)[CH:32]=[CH:31][N:30]=1.C(=O)([O-])[O-].[K+].[K+].C(=O)(O)[O-].[Na+]. The catalyst is COCCOC.O. The product is [CH2:1]([N:3]1[CH:8]2[CH2:9][CH2:10][CH:4]1[CH2:5][CH:6]([C:11]1[N:16]3[N:17]=[C:18]([C:21]4[CH:26]=[CH:25][N:24]=[CH:23][CH:22]=4)[C:19]([C:33]4[CH:32]=[CH:31][N:30]=[C:29]([O:28][CH3:27])[CH:34]=4)=[C:15]3[N:14]=[CH:13][CH:12]=1)[CH2:7]2)[CH3:2]. The yield is 0.500. (7) The reactants are [F-].C([N+](CCCC)(CCCC)CCCC)CCC.[F:19][C:20]([F:30])([F:29])[C:21]1[CH:28]=[CH:27][CH:26]=[CH:25][C:22]=1[CH:23]=[O:24].[F:31][C:32]([Si](C)(C)C)([F:34])[F:33].Cl. The catalyst is C1COCC1. The product is [F:19][C:20]([F:29])([F:30])[C:21]1[CH:28]=[CH:27][CH:26]=[CH:25][C:22]=1[CH:23]([OH:24])[C:32]([F:34])([F:33])[F:31]. The yield is 0.900. (8) The reactants are [Br:1][C:2]1[CH:3]=[N:4][C:5]([F:11])=[C:6]([CH:10]=1)[C:7]([OH:9])=O.S(Cl)(Cl)=O.[CH3:16][N:17]([CH3:25])[CH:18]=[CH:19][C:20]([O:22][CH2:23][CH3:24])=[O:21].C(N(CC)CC)C. The catalyst is C1(C)C=CC=CC=1.C1COCC1.CN(C=O)C. The product is [Br:1][C:2]1[CH:3]=[N:4][C:5]([F:11])=[C:6]([CH:10]=1)[C:7]([C:19](=[CH:18][N:17]([CH3:25])[CH3:16])[C:20]([O:22][CH2:23][CH3:24])=[O:21])=[O:9]. The yield is 0.770.